Dataset: Reaction yield outcomes from USPTO patents with 853,638 reactions. Task: Predict the reaction yield, written as a fraction of the theoretical maximum amount of product (1.0 means a 100% yield; for example, 0.34 means a 34% yield). The reactants are Br.Br[CH2:3][C:4]([C:6]1[CH:11]=[CH:10][N:9]=[CH:8][CH:7]=1)=O.[O:12]1[C:16]2[CH:17]=[CH:18][C:19]([NH:21][C:22]([NH2:24])=[S:23])=[CH:20][C:15]=2[O:14][CH2:13]1.N. The catalyst is CCO.O. The product is [O:12]1[C:16]2[CH:17]=[CH:18][C:19]([NH:21][C:22]3[S:23][CH:3]=[C:4]([C:6]4[CH:11]=[CH:10][N:9]=[CH:8][CH:7]=4)[N:24]=3)=[CH:20][C:15]=2[O:14][CH2:13]1. The yield is 0.920.